Task: Regression/Classification. Given a drug SMILES string, predict its absorption, distribution, metabolism, or excretion properties. Task type varies by dataset: regression for continuous measurements (e.g., permeability, clearance, half-life) or binary classification for categorical outcomes (e.g., BBB penetration, CYP inhibition). Dataset: cyp2d6_veith.. Dataset: CYP2D6 inhibition data for predicting drug metabolism from PubChem BioAssay (1) The molecule is C/C(CCc1ccc2c(c1)OCO2)=N\N=C1\NC(=O)CC(C(=O)Nc2ccccc2)S1. The result is 1 (inhibitor). (2) The molecule is COC(=O)C1CCN(CC(=O)Nc2sc3c(c2C#N)CCC3)CC1. The result is 1 (inhibitor).